This data is from Catalyst prediction with 721,799 reactions and 888 catalyst types from USPTO. The task is: Predict which catalyst facilitates the given reaction. Reactant: CC1(C)[O:6][C@H:5]2[C@H:7]([N:14]3[C:18]4[N:19]=[CH:20][N:21]=[C:22]([CH3:23])[C:17]=4[CH:16]=[CH:15]3)[O:8][C@@H:9]([C:10]([OH:13])([CH3:12])[CH3:11])[C@H:4]2[O:3]1.C(O)(C(F)(F)F)=O.C(Cl)Cl.CO. Product: [OH:13][C:10]([C@H:9]1[C@@H:4]([OH:3])[C@@H:5]([OH:6])[C@H:7]([N:14]2[C:18]3[N:19]=[CH:20][N:21]=[C:22]([CH3:23])[C:17]=3[CH:16]=[CH:15]2)[O:8]1)([CH3:11])[CH3:12]. The catalyst class is: 6.